From a dataset of Forward reaction prediction with 1.9M reactions from USPTO patents (1976-2016). Predict the product of the given reaction. Given the reactants [F:1][C:2]1[CH:7]=[CH:6][C:5]([C:8]2[O:9][C:10]([CH3:33])=[C:11]([CH2:13][O:14][C@@H:15]3[CH2:20][CH2:19][CH2:18][C@H:17]([CH2:21][O:22][C:23]([CH3:32])([CH3:31])[C:24]([O:26]C(C)(C)C)=[O:25])[CH2:16]3)[N:12]=2)=[CH:4][CH:3]=1.FC(F)(F)C(O)=O, predict the reaction product. The product is: [F:1][C:2]1[CH:3]=[CH:4][C:5]([C:8]2[O:9][C:10]([CH3:33])=[C:11]([CH2:13][O:14][C@@H:15]3[CH2:20][CH2:19][CH2:18][C@H:17]([CH2:21][O:22][C:23]([CH3:31])([CH3:32])[C:24]([OH:26])=[O:25])[CH2:16]3)[N:12]=2)=[CH:6][CH:7]=1.